This data is from Catalyst prediction with 721,799 reactions and 888 catalyst types from USPTO. The task is: Predict which catalyst facilitates the given reaction. (1) Reactant: [F:1][C:2]1[CH:45]=[CH:44][C:5]([CH2:6][S:7][C:8]2[N:13]([CH2:14][C:15]3[N:16]([CH2:23][C:24]4[CH:29]=[CH:28][C:27]([C:30]5[CH:35]=[CH:34][C:33]([C:36]([F:39])([F:38])[F:37])=[CH:32][CH:31]=5)=[CH:26][CH:25]=4)[C:17]([C:20]([OH:22])=O)=[CH:18][N:19]=3)[C:12]3[CH2:40][CH2:41][CH2:42][C:11]=3[C:10](=[O:43])[N:9]=2)=[CH:4][CH:3]=1.C[CH2:47][N:48]=[C:49]=NCCCN(C)C.C1C=CC2N(O)N=NC=2C=1.Cl.CNC.CCN(C(C)C)C(C)C. Product: [F:1][C:2]1[CH:45]=[CH:44][C:5]([CH2:6][S:7][C:8]2[N:13]([CH2:14][C:15]3[N:16]([CH2:23][C:24]4[CH:25]=[CH:26][C:27]([C:30]5[CH:35]=[CH:34][C:33]([C:36]([F:37])([F:39])[F:38])=[CH:32][CH:31]=5)=[CH:28][CH:29]=4)[C:17]([C:20]([N:48]([CH3:49])[CH3:47])=[O:22])=[CH:18][N:19]=3)[C:12]3[CH2:40][CH2:41][CH2:42][C:11]=3[C:10](=[O:43])[N:9]=2)=[CH:4][CH:3]=1. The catalyst class is: 2. (2) Reactant: CC(C)([O-])C.[K+].[CH2:7]([O:14][C:15]([N:17]([C:23]1([CH2:27][C:28]([O:30]C)=O)[CH2:26][CH2:25][CH2:24]1)[CH2:18][C:19]([O:21][CH3:22])=[O:20])=[O:16])[C:8]1[CH:13]=[CH:12][CH:11]=[CH:10][CH:9]=1. Product: [O:30]=[C:28]1[CH2:27][C:23]2([CH2:26][CH2:25][CH2:24]2)[N:17]([C:15]([O:14][CH2:7][C:8]2[CH:13]=[CH:12][CH:11]=[CH:10][CH:9]=2)=[O:16])[CH:18]1[C:19]([O:21][CH3:22])=[O:20]. The catalyst class is: 11. (3) Reactant: [NH2:1][C:2]1[CH2:7][CH2:6][CH2:5][C:4](=[O:8])[C:3]=1[CH3:9].Br[C:11]1[CH:16]=[CH:15][N:14]=[CH:13][C:12]=1[Cl:17].C1C=CC(P(C2C(C3C(P(C4C=CC=CC=4)C4C=CC=CC=4)=CC=C4C=3C=CC=C4)=C3C(C=CC=C3)=CC=2)C2C=CC=CC=2)=CC=1.C(=O)([O-])[O-].[Cs+].[Cs+]. The catalyst class is: 487. Product: [Cl:17][C:12]1[CH:13]=[N:14][CH:15]=[CH:16][C:11]=1[NH:1][C:2]1[CH2:7][CH2:6][CH2:5][C:4](=[O:8])[C:3]=1[CH3:9]. (4) Reactant: [Cl:1][C:2]1[CH:3]=[C:4]2[C:12](=[CH:13][CH:14]=1)[NH:11][C:10]1[CH2:9][CH2:8][CH:7]([C:15]([NH2:17])=O)[CH2:6][C:5]2=1.[H-].[Al+3].[Li+].[H-].[H-].[H-].O. Product: [Cl:1][C:2]1[CH:3]=[C:4]2[C:12](=[CH:13][CH:14]=1)[NH:11][C:10]1[CH2:9][CH2:8][CH:7]([CH2:15][NH2:17])[CH2:6][C:5]2=1. The catalyst class is: 1. (5) Reactant: [Cl:1][C:2]1[CH:7]=[C:6]([C:8](OC)=[O:9])[CH:5]=[C:4]([O:12][CH3:13])[N:3]=1.[Li+].[BH4-]. Product: [Cl:1][C:2]1[CH:7]=[C:6]([CH2:8][OH:9])[CH:5]=[C:4]([O:12][CH3:13])[N:3]=1. The catalyst class is: 1. (6) The catalyst class is: 13. Reactant: [CH2:1]([C@H:8]1[CH2:12][O:11][C:10](=[O:13])[N:9]1[C:14](=[O:39])[C@H:15]([CH2:21][C:22]1[C:26]([CH:27]2[CH2:29][CH2:28]2)=[C:25]([CH:30]2[CH2:33][CH:32]([CH2:34][C:35]([CH3:38])([CH3:37])[CH3:36])[CH2:31]2)[O:24][N:23]=1)[CH2:16][CH2:17][C:18]([OH:20])=[O:19])[C:2]1[CH:7]=[CH:6][CH:5]=[CH:4][CH:3]=1.CN(C=O)C.[CH2:45](I)[CH3:46].C(=O)([O-])[O-].[K+].[K+]. Product: [CH2:1]([C@H:8]1[CH2:12][O:11][C:10](=[O:13])[N:9]1[C:14](=[O:39])[C@H:15]([CH2:21][C:22]1[C:26]([CH:27]2[CH2:29][CH2:28]2)=[C:25]([CH:30]2[CH2:33][CH:32]([CH2:34][C:35]([CH3:36])([CH3:38])[CH3:37])[CH2:31]2)[O:24][N:23]=1)[CH2:16][CH2:17][C:18]([O:20][CH2:45][CH3:46])=[O:19])[C:2]1[CH:3]=[CH:4][CH:5]=[CH:6][CH:7]=1.